From a dataset of Full USPTO retrosynthesis dataset with 1.9M reactions from patents (1976-2016). Predict the reactants needed to synthesize the given product. The reactants are: CC(OI1(OC(C)=O)(OC(C)=O)OC(=O)C2C=CC=CC1=2)=O.[F:23][C:24]1[CH:29]=[CH:28][C:27]([N:30]2[C:39]([CH2:40][CH2:41][CH2:42][CH2:43][C:44]([O:46][C:47]([CH3:50])([CH3:49])[CH3:48])=[O:45])=[CH:38][C:37]3[C:32](=[CH:33][CH:34]=[C:35]([CH2:51][OH:52])[CH:36]=3)[C:31]2=[O:53])=[CH:26][CH:25]=1. Given the product [F:23][C:24]1[CH:29]=[CH:28][C:27]([N:30]2[C:39]([CH2:40][CH2:41][CH2:42][CH2:43][C:44]([O:46][C:47]([CH3:48])([CH3:50])[CH3:49])=[O:45])=[CH:38][C:37]3[C:32](=[CH:33][CH:34]=[C:35]([CH:51]=[O:52])[CH:36]=3)[C:31]2=[O:53])=[CH:26][CH:25]=1, predict the reactants needed to synthesize it.